From a dataset of Reaction yield outcomes from USPTO patents with 853,638 reactions. Predict the reaction yield, written as a fraction of the theoretical maximum amount of product (1.0 means a 100% yield; for example, 0.34 means a 34% yield). (1) The reactants are Br[C:2]1[CH:3]=[CH:4][C:5]([C:8]2[N:9]=[N:10][N:11]([CH3:13])[N:12]=2)=[N:6][CH:7]=1.[B:14]1([B:14]2[O:18][C:17]([CH3:20])([CH3:19])[C:16]([CH3:22])([CH3:21])[O:15]2)[O:18][C:17]([CH3:20])([CH3:19])[C:16]([CH3:22])([CH3:21])[O:15]1.CC([O-])=O.[K+]. The catalyst is CS(C)=O. The product is [CH3:13][N:11]1[N:10]=[N:9][C:8]([C:5]2[CH:4]=[CH:3][C:2]([B:14]3[O:18][C:17]([CH3:20])([CH3:19])[C:16]([CH3:22])([CH3:21])[O:15]3)=[CH:7][N:6]=2)=[N:12]1. The yield is 0.660. (2) No catalyst specified. The yield is 0.720. The product is [Si:1]([O:8][CH2:9][CH:10]1[CH2:11][N:12]([C:17]([C:16]2[CH:20]=[C:21]([CH:22]=[CH:23][C:15]=2[F:14])[CH:24]=[O:25])=[O:18])[CH2:13]1)([C:4]([CH3:7])([CH3:6])[CH3:5])([CH3:3])[CH3:2]. The reactants are [Si:1]([O:8][CH2:9][CH:10]1[CH2:13][NH:12][CH2:11]1)([C:4]([CH3:7])([CH3:6])[CH3:5])([CH3:3])[CH3:2].[F:14][C:15]1[CH:23]=[CH:22][C:21]([CH:24]=[O:25])=[CH:20][C:16]=1[C:17](O)=[O:18].F[P-](F)(F)(F)(F)F.N1(OC(N(C)C)=[N+](C)C)C2C=CC=CC=2N=N1.C(N(CC)C(C)C)(C)C. (3) The reactants are C[O:2][C:3]([C:5]1[CH:6]=[C:7]([C:17]2[CH:22]=[CH:21][C:20]([CH3:23])=[CH:19][CH:18]=2)[CH:8]=[C:9]([N:11]2[C:15]([CH3:16])=[N:14][N:13]=[N:12]2)[CH:10]=1)=[O:4].O[Li].O. The catalyst is C1COCC1.O. The product is [CH3:23][C:20]1[CH:21]=[CH:22][C:17]([C:7]2[CH:8]=[C:9]([N:11]3[C:15]([CH3:16])=[N:14][N:13]=[N:12]3)[CH:10]=[C:5]([C:3]([OH:4])=[O:2])[CH:6]=2)=[CH:18][CH:19]=1. The yield is 0.950.